Dataset: Peptide-MHC class II binding affinity with 134,281 pairs from IEDB. Task: Regression. Given a peptide amino acid sequence and an MHC pseudo amino acid sequence, predict their binding affinity value. This is MHC class II binding data. (1) The binding affinity (normalized) is 0. The MHC is DRB1_0802 with pseudo-sequence DRB1_0802. The peptide sequence is IYEPEDLGNCLNKSD. (2) The peptide sequence is KLIGGIGGFIKVRQYDQILI. The MHC is HLA-DPA10103-DPB10401 with pseudo-sequence HLA-DPA10103-DPB10401. The binding affinity (normalized) is 0.277. (3) The peptide sequence is ASAAIFGHDGTVWAQ. The MHC is DRB1_1101 with pseudo-sequence DRB1_1101. The binding affinity (normalized) is 0.0413. (4) The peptide sequence is VIDVKLVDANGTLHD. The MHC is HLA-DPA10103-DPB10401 with pseudo-sequence HLA-DPA10103-DPB10401. The binding affinity (normalized) is 0.160. (5) The peptide sequence is YWFAPGAGAAPLSWS. The MHC is DRB1_0401 with pseudo-sequence DRB1_0401. The binding affinity (normalized) is 0.358. (6) The MHC is DRB4_0101 with pseudo-sequence DRB4_0103. The binding affinity (normalized) is 0.602. The peptide sequence is DKELYPLASLRSLFG.